From a dataset of Full USPTO retrosynthesis dataset with 1.9M reactions from patents (1976-2016). Predict the reactants needed to synthesize the given product. (1) Given the product [C:24]([NH:2][C@H:3]([C:7]([O:9][CH3:10])=[O:8])[C@@H:4]([CH3:6])[OH:5])([C:18]1[CH:23]=[CH:22][CH:21]=[CH:20][CH:19]=1)([C:31]1[CH:32]=[CH:33][CH:34]=[CH:35][CH:36]=1)[C:25]1[CH:26]=[CH:27][CH:28]=[CH:29][CH:30]=1, predict the reactants needed to synthesize it. The reactants are: Cl.[NH2:2][C@H:3]([C:7]([O:9][CH3:10])=[O:8])[C@@H:4]([CH3:6])[OH:5].C(N(CC)CC)C.[C:18]1([C:24](Cl)([C:31]2[CH:36]=[CH:35][CH:34]=[CH:33][CH:32]=2)[C:25]2[CH:30]=[CH:29][CH:28]=[CH:27][CH:26]=2)[CH:23]=[CH:22][CH:21]=[CH:20][CH:19]=1. (2) Given the product [C:23]([C:22]([NH:1][C:2]1[CH:14]=[CH:13][C:5]2[S:6][C:7]3[CH:12]=[CH:11][CH:10]=[CH:9][C:8]=3[C:4]=2[CH:3]=1)=[O:27])([CH3:26])([CH3:25])[CH3:24], predict the reactants needed to synthesize it. The reactants are: [NH2:1][C:2]1[CH:14]=[CH:13][C:5]2[S:6][C:7]3[CH:12]=[CH:11][CH:10]=[CH:9][C:8]=3[C:4]=2[CH:3]=1.C(N(CC)CC)C.[C:22](Cl)(=[O:27])[C:23]([CH3:26])([CH3:25])[CH3:24].